The task is: Predict the product of the given reaction.. This data is from Forward reaction prediction with 1.9M reactions from USPTO patents (1976-2016). (1) Given the reactants [CH:1]1[C:10]2[C:5](=[CH:6][CH:7]=[CH:8][CH:9]=2)[CH:4]=[CH:3][C:2]=1[CH:11]=[O:12].[CH2:13]([Mg]Cl)[CH:14]=[CH2:15].Cl.C(OCC)C.[CH2:24]1[CH2:28]OC[CH2:25]1, predict the reaction product. The product is: [CH:1]1[C:10]2[C:5](=[CH:6][CH:7]=[CH:8][CH:9]=2)[CH:4]=[CH:3][C:2]=1[C:11]([OH:12])([CH2:28][CH:24]=[CH2:25])[CH2:13][CH:14]=[CH2:15]. (2) Given the reactants [CH3:1][O:2][C:3]1[CH:4]=[C:5]2[C:10](=[CH:11][C:12]=1[O:13][CH3:14])[N:9]=[CH:8][CH:7]=[C:6]2[O:15][C:16]1[CH:22]=[CH:21][C:19]([NH2:20])=[CH:18][CH:17]=1.C1(C)C=CC=CC=1.C(N(CC)CC)C.Cl[C:38](Cl)([O:40]C(=O)OC(Cl)(Cl)Cl)Cl.[CH3:49][O:50][C:51]1[CH:59]=[CH:58][C:54]([CH:55]([OH:57])[CH3:56])=[CH:53][CH:52]=1, predict the reaction product. The product is: [CH3:1][O:2][C:3]1[CH:4]=[C:5]2[C:10](=[CH:11][C:12]=1[O:13][CH3:14])[N:9]=[CH:8][CH:7]=[C:6]2[O:15][C:16]1[CH:22]=[CH:21][C:19]([NH:20][C:38](=[O:40])[O:57][CH:55]([C:54]2[CH:58]=[CH:59][C:51]([O:50][CH3:49])=[CH:52][CH:53]=2)[CH3:56])=[CH:18][CH:17]=1. (3) Given the reactants Br[C:2]1[CH:3]=[C:4]2[C:10]([C:11]3[CH:16]=[CH:15][CH:14]=[C:13]([F:17])[N:12]=3)=[N:9][N:8]([CH:18]3[CH2:23][CH2:22][CH2:21][CH2:20][O:19]3)[C:5]2=[CH:6][N:7]=1.CC1(C)C(C)(C)OB([C:32]2[CH:33]=[N:34][N:35]([CH2:37][C:38]([O:40][CH2:41][CH3:42])=[O:39])[CH:36]=2)O1, predict the reaction product. The product is: [F:17][C:13]1[N:12]=[C:11]([C:10]2[C:4]3[C:5](=[CH:6][N:7]=[C:2]([C:32]4[CH:33]=[N:34][N:35]([CH2:37][C:38]([O:40][CH2:41][CH3:42])=[O:39])[CH:36]=4)[CH:3]=3)[N:8]([CH:18]3[CH2:23][CH2:22][CH2:21][CH2:20][O:19]3)[N:9]=2)[CH:16]=[CH:15][CH:14]=1. (4) Given the reactants Cl[C:2]1[CH:7]=[C:6]([C:8]2[CH:13]=[CH:12][C:11]([C:14]([F:17])([F:16])[F:15])=[CH:10][CH:9]=2)[N:5]=[CH:4][N:3]=1.[OH:18][C:19]1[CH:28]=[C:27]2[C:22]([CH:23]=[CH:24][C:25](=[O:29])[NH:26]2)=[CH:21][CH:20]=1.N12CCCN=C1CCCCC2, predict the reaction product. The product is: [F:15][C:14]([F:17])([F:16])[C:11]1[CH:12]=[CH:13][C:8]([C:6]2[N:5]=[CH:4][N:3]=[C:2]([O:18][C:19]3[CH:28]=[C:27]4[C:22]([CH:23]=[CH:24][C:25](=[O:29])[NH:26]4)=[CH:21][CH:20]=3)[CH:7]=2)=[CH:9][CH:10]=1.